From a dataset of Aqueous solubility values for 9,982 compounds from the AqSolDB database. Regression/Classification. Given a drug SMILES string, predict its absorption, distribution, metabolism, or excretion properties. Task type varies by dataset: regression for continuous measurements (e.g., permeability, clearance, half-life) or binary classification for categorical outcomes (e.g., BBB penetration, CYP inhibition). For this dataset (solubility_aqsoldb), we predict Y. (1) The drug is CCCCOP(=O)(OCC)OCC. The Y is -1.15 log mol/L. (2) The drug is CCN(CC)CCOC(=O)c1ccc(NC(C)=O)cc1. The Y is -1.65 log mol/L. (3) The molecule is CCCCCCCCC(CC)(CC)C(=O)NO. The Y is -5.22 log mol/L. (4) The compound is CCSC(=O)COc1ccc(Cl)cc1C. The Y is -5.03 log mol/L. (5) The molecule is CCC(C)OC(=O)Nc1cccc(Cl)c1. The Y is -3.17 log mol/L. (6) The drug is NS(=O)(=O)c1ccc(CCCO)cc1. The Y is -1.03 log mol/L.